This data is from TCR-epitope binding with 47,182 pairs between 192 epitopes and 23,139 TCRs. The task is: Binary Classification. Given a T-cell receptor sequence (or CDR3 region) and an epitope sequence, predict whether binding occurs between them. The TCR CDR3 sequence is CASSFGGAGDTEAFF. Result: 0 (the TCR does not bind to the epitope). The epitope is IVTDFSVIK.